This data is from Full USPTO retrosynthesis dataset with 1.9M reactions from patents (1976-2016). The task is: Predict the reactants needed to synthesize the given product. (1) Given the product [Cl:4][C:5]1[CH:10]=[C:9]([NH:3][CH2:1][CH3:2])[C:8]([N+:12]([O-:14])=[O:13])=[CH:7][N:6]=1, predict the reactants needed to synthesize it. The reactants are: [CH2:1]([NH2:3])[CH3:2].[Cl:4][C:5]1[CH:10]=[C:9](Cl)[C:8]([N+:12]([O-:14])=[O:13])=[CH:7][N:6]=1.CCN(CC)CC. (2) Given the product [CH:1]1([S:4]([C:7]2[CH:12]=[CH:11][C:10]([CH:13]([C:21]3[NH:25][C:24]([C:26]4[CH:27]=[CH:28][C:29]([O:32][CH2:33][CH3:34])=[CH:30][N:31]=4)=[CH:23][CH:22]=3)[CH2:14][CH:15]3[CH2:20][CH2:19][O:18][CH2:17][CH2:16]3)=[CH:9][CH:8]=2)(=[O:6])=[O:5])[CH2:3][CH2:2]1, predict the reactants needed to synthesize it. The reactants are: [CH:1]1([S:4]([C:7]2[CH:12]=[CH:11][C:10]([CH:13]([C:21]3[NH:25][C:24]([C:26]4[N:31]=[CH:30][C:29]([OH:32])=[CH:28][CH:27]=4)=[CH:23][CH:22]=3)[CH2:14][CH:15]3[CH2:20][CH2:19][O:18][CH2:17][CH2:16]3)=[CH:9][CH:8]=2)(=[O:6])=[O:5])[CH2:3][CH2:2]1.[CH2:33](O)[CH3:34].C(P(CCCC)CCCC)CCC.N(C(N1CCCCC1)=O)=NC(N1CCCCC1)=O. (3) Given the product [F:1][C:2]1[CH:7]=[CH:6][C:5]([N:8]([CH2:9][C:10]2[CH:35]=[CH:34][C:13]3[NH:14][C:15]([C@@H:17]4[CH2:21][CH2:20][CH2:19][N:18]4[C:22](=[O:33])[C@@H:23]([NH:28][C:29](=[O:30])[O:31][CH3:32])[C:24]([OH:27])([CH3:25])[CH3:26])=[N:16][C:12]=3[CH:11]=2)[CH2:36][C:37]2[CH:42]=[CH:41][C:40]([NH:43][C:44]([C@H:46]3[CH2:50][CH2:49][CH2:48][NH:47]3)=[O:45])=[CH:39][CH:38]=2)=[CH:4][CH:3]=1, predict the reactants needed to synthesize it. The reactants are: [F:1][C:2]1[CH:7]=[CH:6][C:5]([N:8]([CH2:36][C:37]2[CH:42]=[CH:41][C:40]([NH:43][C:44]([C@H:46]3[CH2:50][CH2:49][CH2:48][N:47]3C(OCC3C4C=CC=CC=4C4C3=CC=CC=4)=O)=[O:45])=[CH:39][CH:38]=2)[CH2:9][C:10]2[CH:35]=[CH:34][C:13]3[NH:14][C:15]([C@@H:17]4[CH2:21][CH2:20][CH2:19][N:18]4[C:22](=[O:33])[C@@H:23]([NH:28][C:29]([O:31][CH3:32])=[O:30])[C:24]([OH:27])([CH3:26])[CH3:25])=[N:16][C:12]=3[CH:11]=2)=[CH:4][CH:3]=1.C(NCC)C. (4) Given the product [C:6]([C:5]1[CH:8]=[CH:9][C:2]([O:1][CH2:13][CH2:14][CH2:15][O:16][C:17]2[CH:18]=[C:19]3[C:23](=[CH:24][CH:25]=2)[C@H:22]([CH2:26][C:27]([O:29][CH2:30][CH3:31])=[O:28])[CH2:21][CH2:20]3)=[C:3]([O:10][CH3:11])[CH:4]=1)#[N:7], predict the reactants needed to synthesize it. The reactants are: [OH:1][C:2]1[CH:9]=[CH:8][C:5]([C:6]#[N:7])=[CH:4][C:3]=1[O:10][CH3:11].Br[CH2:13][CH2:14][CH2:15][O:16][C:17]1[CH:18]=[C:19]2[C:23](=[CH:24][CH:25]=1)[C@H:22]([CH2:26][C:27]([O:29][CH2:30][CH3:31])=[O:28])[CH2:21][CH2:20]2.C([O-])([O-])=O.[Cs+].[Cs+]. (5) Given the product [CH3:1][C:2]([CH3:34])([CH3:33])[C:3](=[O:32])[CH2:4][O:5][C:6]([C:8]1([C:22]([O:24][CH2:25][C:26]2[CH:31]=[CH:30][CH:29]=[CH:28][CH:27]=2)=[O:23])[CH2:13][CH2:12][CH2:11][NH:10][CH2:9]1)=[O:7], predict the reactants needed to synthesize it. The reactants are: [CH3:1][C:2]([CH3:34])([CH3:33])[C:3](=[O:32])[CH2:4][O:5][C:6]([C:8]1([C:22]([O:24][CH2:25][C:26]2[CH:31]=[CH:30][CH:29]=[CH:28][CH:27]=2)=[O:23])[CH2:13][CH2:12][CH2:11][N:10](C(OCC(Cl)(Cl)Cl)=O)[CH2:9]1)=[O:7].C([O-])(=O)C.[NH4+]. (6) Given the product [Cl:1][C:2]1[N:10]=[C:9]([CH3:11])[N:8]=[C:7]2[C:3]=1[N:4]([CH2:24][C:25]([OH:27])=[O:26])[C:5](=[O:23])[N:6]2[C:12]1[CH:17]=[CH:16][C:15]([CH:18]([CH3:19])[CH3:20])=[CH:14][C:13]=1[S:21][CH3:22], predict the reactants needed to synthesize it. The reactants are: [Cl:1][C:2]1[N:10]=[C:9]([CH3:11])[N:8]=[C:7]2[C:3]=1[N:4]([CH2:24][C:25]([O:27]CC)=[O:26])[C:5](=[O:23])[N:6]2[C:12]1[CH:17]=[CH:16][C:15]([CH:18]([CH3:20])[CH3:19])=[CH:14][C:13]=1[S:21][CH3:22].[OH-].[Na+].